This data is from Full USPTO retrosynthesis dataset with 1.9M reactions from patents (1976-2016). The task is: Predict the reactants needed to synthesize the given product. (1) Given the product [CH2:1]([N:46]([CH3:47])[CH:44]=[N:26][C:25]1[CH:27]=[C:28]([CH3:29])[C:22]([S:21][C:17]2[CH:18]=[CH:19][CH:20]=[C:15]([O:14][CH:13]([F:12])[F:31])[CH:16]=2)=[CH:23][C:24]=1[CH3:30])[CH3:11], predict the reactants needed to synthesize it. The reactants are: [C:1]1([CH3:11])C=CC(S(O)(=O)=O)=CC=1.[F:12][CH:13]([F:31])[O:14][C:15]1[CH:16]=[C:17]([S:21][C:22]2[CH:23]=[C:24]([CH3:30])[C:25](=[CH:27][C:28]=2[CH3:29])[NH2:26])[CH:18]=[CH:19][CH:20]=1.CCCCCC.C(OCC)(=O)C.[CH2:44]([NH:46][CH3:47])C. (2) Given the product [Cl:10][C:11]1[CH:12]=[C:13]2[C:17](=[CH:18][CH:19]=1)[NH:16][CH2:15][CH:14]2[CH:20]1[CH2:25][CH2:24][N:23]([CH2:33]/[CH:32]=[CH:31]/[C:30]2[CH:35]=[CH:36][C:27]([Cl:26])=[CH:28][CH:29]=2)[CH2:22][CH2:21]1, predict the reactants needed to synthesize it. The reactants are: C([SiH](CC)CC)C.[OH-].[Na+].[Cl:10][C:11]1[CH:12]=[C:13]2[C:17](=[CH:18][CH:19]=1)[NH:16][CH2:15][CH:14]2[CH:20]1[CH2:25][CH2:24][NH:23][CH2:22][CH2:21]1.[Cl:26][C:27]1[CH:36]=[CH:35][C:30]([CH:31]=[CH:32][CH2:33]Cl)=[CH:29][CH:28]=1.C(N(C(C)C)CC)(C)C. (3) Given the product [C:1]([C:3]1[CH:4]=[C:5]([NH:9][C:10]2[C:19]3[C:14](=[CH:15][CH:16]=[C:17]([NH:20][C:28](=[O:29])[O:30][C:31]4[CH:36]=[CH:35][CH:34]=[CH:33][CH:32]=4)[CH:18]=3)[N:13]=[CH:12][N:11]=2)[CH:6]=[CH:7][CH:8]=1)#[CH:2], predict the reactants needed to synthesize it. The reactants are: [C:1]([C:3]1[CH:4]=[C:5]([NH:9][C:10]2[C:19]3[C:14](=[CH:15][CH:16]=[C:17]([NH2:20])[CH:18]=3)[N:13]=[CH:12][N:11]=2)[CH:6]=[CH:7][CH:8]=1)#[CH:2].N1C=CC=CC=1.Cl[C:28]([O:30][C:31]1[CH:36]=[CH:35][CH:34]=[CH:33][CH:32]=1)=[O:29]. (4) Given the product [CH:30]1([CH2:29][O:28][C:22]2[CH:23]=[CH:24][C:25]([CH3:27])=[CH:26][C:21]=2[C:20]2[CH:19]=[CH:18][N:17]=[C:16]3[C:12]([C:10]([NH:9][C@H:6]4[CH2:7][CH2:8][C@@H:3]([NH:2][C:34](=[O:37])[CH2:35][CH3:36])[CH2:4][CH2:5]4)=[O:11])=[C:13]([CH3:33])[NH:14][C:15]=23)[CH2:31][CH2:32]1, predict the reactants needed to synthesize it. The reactants are: Cl.[NH2:2][C@@H:3]1[CH2:8][CH2:7][C@H:6]([NH:9][C:10]([C:12]2[C:16]3=[N:17][CH:18]=[CH:19][C:20]([C:21]4[CH:26]=[C:25]([CH3:27])[CH:24]=[CH:23][C:22]=4[O:28][CH2:29][CH:30]4[CH2:32][CH2:31]4)=[C:15]3[NH:14][C:13]=2[CH3:33])=[O:11])[CH2:5][CH2:4]1.[C:34](Cl)(=[O:37])[CH2:35][CH3:36]. (5) The reactants are: [C:1]([O:9][C@H:10]1[O:24][C@H:23]([CH2:25][O:26][C:27](=[O:34])[C:28]2[CH:33]=[CH:32][CH:31]=[CH:30][CH:29]=2)[C@@H:13]([O:14][C:15](=[O:22])[C:16]2[CH:21]=[CH:20][CH:19]=[CH:18][CH:17]=2)[C@H:11]1[OH:12])(=[O:8])[C:2]1[CH:7]=[CH:6][CH:5]=[CH:4][CH:3]=1.ClN1C(=O)N(Cl)C(=O)N(Cl)C1=O.CC1(C)N([O])C(C)(C)CCC1. Given the product [C:1]([O:9][C@@H:10]1[C:11](=[O:12])[C@H:13]([O:14][C:15](=[O:22])[C:16]2[CH:21]=[CH:20][CH:19]=[CH:18][CH:17]=2)[C@@H:23]([CH2:25][O:26][C:27](=[O:34])[C:28]2[CH:29]=[CH:30][CH:31]=[CH:32][CH:33]=2)[O:24]1)(=[O:8])[C:2]1[CH:7]=[CH:6][CH:5]=[CH:4][CH:3]=1, predict the reactants needed to synthesize it.